From a dataset of Forward reaction prediction with 1.9M reactions from USPTO patents (1976-2016). Predict the product of the given reaction. (1) Given the reactants Cl[C:2]1[CH:7]=[CH:6][C:5]([N+:8]([O-:10])=[O:9])=[C:4]([CH3:11])[CH:3]=1.[F:12][CH:13]1[CH2:17][CH2:16][NH:15][CH2:14]1, predict the reaction product. The product is: [F:12][CH:13]1[CH2:17][CH2:16][N:15]([C:2]2[CH:7]=[CH:6][C:5]([N+:8]([O-:10])=[O:9])=[C:4]([CH3:11])[CH:3]=2)[CH2:14]1. (2) Given the reactants [C:1]([O:5][C:6]([N:8]1[CH2:17][C:16]([CH3:19])([CH3:18])[C:15]2[C:10](=[CH:11][C:12]([NH:20][C:21]([C:23]3[C:24]([NH2:29])=[N:25][CH:26]=[CH:27][CH:28]=3)=[O:22])=[CH:13][CH:14]=2)[CH2:9]1)=[O:7])([CH3:4])([CH3:3])[CH3:2].[NH:30]1[C:34]2=[N:35][CH:36]=[CH:37][CH:38]=[C:33]2[C:32]([CH:39]=O)=[CH:31]1.O.C1(C)C=CC(S(O)(=O)=O)=CC=1.[BH4-].[Na+], predict the reaction product. The product is: [C:1]([O:5][C:6]([N:8]1[CH2:17][C:16]([CH3:19])([CH3:18])[C:15]2[C:10](=[CH:11][C:12]([NH:20][C:21]([C:23]3[C:24]([NH:29][CH2:39][C:32]4[C:33]5[C:34](=[N:35][CH:36]=[CH:37][CH:38]=5)[NH:30][CH:31]=4)=[N:25][CH:26]=[CH:27][CH:28]=3)=[O:22])=[CH:13][CH:14]=2)[CH2:9]1)=[O:7])([CH3:2])([CH3:3])[CH3:4].